From a dataset of NCI-60 drug combinations with 297,098 pairs across 59 cell lines. Regression. Given two drug SMILES strings and cell line genomic features, predict the synergy score measuring deviation from expected non-interaction effect. (1) Cell line: MCF7. Synergy scores: CSS=43.8, Synergy_ZIP=-6.30, Synergy_Bliss=-7.49, Synergy_Loewe=-2.61, Synergy_HSA=-0.563. Drug 1: CC1OCC2C(O1)C(C(C(O2)OC3C4COC(=O)C4C(C5=CC6=C(C=C35)OCO6)C7=CC(=C(C(=C7)OC)O)OC)O)O. Drug 2: CC1=C2C(C(=O)C3(C(CC4C(C3C(C(C2(C)C)(CC1OC(=O)C(C(C5=CC=CC=C5)NC(=O)C6=CC=CC=C6)O)O)OC(=O)C7=CC=CC=C7)(CO4)OC(=O)C)O)C)OC(=O)C. (2) Drug 1: CS(=O)(=O)C1=CC(=C(C=C1)C(=O)NC2=CC(=C(C=C2)Cl)C3=CC=CC=N3)Cl. Drug 2: CC1CCCC2(C(O2)CC(NC(=O)CC(C(C(=O)C(C1O)C)(C)C)O)C(=CC3=CSC(=N3)C)C)C. Cell line: NCI/ADR-RES. Synergy scores: CSS=10.1, Synergy_ZIP=-1.19, Synergy_Bliss=0.912, Synergy_Loewe=-0.491, Synergy_HSA=-0.594. (3) Drug 1: COC1=CC(=CC(=C1O)OC)C2C3C(COC3=O)C(C4=CC5=C(C=C24)OCO5)OC6C(C(C7C(O6)COC(O7)C8=CC=CS8)O)O. Drug 2: C1CCC(CC1)NC(=O)N(CCCl)N=O. Cell line: NCIH23. Synergy scores: CSS=57.4, Synergy_ZIP=-6.32, Synergy_Bliss=-2.22, Synergy_Loewe=-22.4, Synergy_HSA=0.732. (4) Drug 1: C#CCC(CC1=CN=C2C(=N1)C(=NC(=N2)N)N)C3=CC=C(C=C3)C(=O)NC(CCC(=O)O)C(=O)O. Drug 2: CC1CCCC2(C(O2)CC(NC(=O)CC(C(C(=O)C(C1O)C)(C)C)O)C(=CC3=CSC(=N3)C)C)C. Cell line: HCT116. Synergy scores: CSS=59.8, Synergy_ZIP=1.23, Synergy_Bliss=0.257, Synergy_Loewe=2.78, Synergy_HSA=1.99. (5) Drug 1: CS(=O)(=O)C1=CC(=C(C=C1)C(=O)NC2=CC(=C(C=C2)Cl)C3=CC=CC=N3)Cl. Drug 2: C1C(C(OC1N2C=C(C(=O)NC2=O)F)CO)O. Cell line: RPMI-8226. Synergy scores: CSS=25.1, Synergy_ZIP=-8.31, Synergy_Bliss=-18.3, Synergy_Loewe=-37.2, Synergy_HSA=-21.8. (6) Drug 1: C1=C(C(=O)NC(=O)N1)N(CCCl)CCCl. Drug 2: CC1=C2C(C(=O)C3(C(CC4C(C3C(C(C2(C)C)(CC1OC(=O)C(C(C5=CC=CC=C5)NC(=O)OC(C)(C)C)O)O)OC(=O)C6=CC=CC=C6)(CO4)OC(=O)C)O)C)O. Cell line: SNB-75. Synergy scores: CSS=9.46, Synergy_ZIP=-10.8, Synergy_Bliss=-2.90, Synergy_Loewe=-10.4, Synergy_HSA=-2.07. (7) Drug 1: COC1=NC(=NC2=C1N=CN2C3C(C(C(O3)CO)O)O)N. Drug 2: C1=CC=C(C=C1)NC(=O)CCCCCCC(=O)NO. Cell line: UO-31. Synergy scores: CSS=7.21, Synergy_ZIP=-1.60, Synergy_Bliss=0.196, Synergy_Loewe=-12.9, Synergy_HSA=-1.94. (8) Drug 1: C1CN1P(=S)(N2CC2)N3CC3. Drug 2: CC1CCC2CC(C(=CC=CC=CC(CC(C(=O)C(C(C(=CC(C(=O)CC(OC(=O)C3CCCCN3C(=O)C(=O)C1(O2)O)C(C)CC4CCC(C(C4)OC)O)C)C)O)OC)C)C)C)OC. Cell line: MDA-MB-231. Synergy scores: CSS=16.9, Synergy_ZIP=2.12, Synergy_Bliss=6.19, Synergy_Loewe=3.61, Synergy_HSA=4.10. (9) Drug 1: COC1=C(C=C2C(=C1)N=CN=C2NC3=CC(=C(C=C3)F)Cl)OCCCN4CCOCC4. Drug 2: CC1C(C(=O)NC(C(=O)N2CCCC2C(=O)N(CC(=O)N(C(C(=O)O1)C(C)C)C)C)C(C)C)NC(=O)C3=C4C(=C(C=C3)C)OC5=C(C(=O)C(=C(C5=N4)C(=O)NC6C(OC(=O)C(N(C(=O)CN(C(=O)C7CCCN7C(=O)C(NC6=O)C(C)C)C)C)C(C)C)C)N)C. Cell line: OVCAR-8. Synergy scores: CSS=38.5, Synergy_ZIP=13.4, Synergy_Bliss=16.0, Synergy_Loewe=16.8, Synergy_HSA=16.4.